This data is from Peptide-MHC class II binding affinity with 134,281 pairs from IEDB. The task is: Regression. Given a peptide amino acid sequence and an MHC pseudo amino acid sequence, predict their binding affinity value. This is MHC class II binding data. The peptide sequence is FTVQKGSDPKKLVLN. The MHC is HLA-DQA10104-DQB10503 with pseudo-sequence HLA-DQA10104-DQB10503. The binding affinity (normalized) is 0.